From a dataset of Reaction yield outcomes from USPTO patents with 853,638 reactions. Predict the reaction yield, written as a fraction of the theoretical maximum amount of product (1.0 means a 100% yield; for example, 0.34 means a 34% yield). The reactants are [CH3:1][C:2]1[CH:9]=[C:8]([OH:10])[CH:7]=[C:6]([CH3:11])[C:3]=1[CH:4]=[O:5].[CH2:12](Br)[C:13]1[CH:18]=[CH:17][CH:16]=[CH:15][CH:14]=1.C(=O)([O-])[O-].[K+].[K+]. The catalyst is CN(C=O)C. The product is [CH2:12]([O:10][C:8]1[CH:9]=[C:2]([CH3:1])[C:3]([CH:4]=[O:5])=[C:6]([CH3:11])[CH:7]=1)[C:13]1[CH:18]=[CH:17][CH:16]=[CH:15][CH:14]=1. The yield is 1.00.